Dataset: Buchwald-Hartwig C-N cross coupling reaction yields with 55,370 reactions. Task: Predict the reaction yield, written as a fraction of the theoretical maximum amount of product (1.0 means a 100% yield; for example, 0.34 means a 34% yield). (1) The reactants are Clc1cccnc1.Cc1ccc(N)cc1.O=S(=O)(O[Pd]1c2ccccc2-c2ccccc2N~1)C(F)(F)F.CC(C)c1cc(C(C)C)c(-c2ccccc2P(C(C)(C)C)C(C)(C)C)c(C(C)C)c1.CN1CCCN2CCCN=C12.c1ccc2oncc2c1. No catalyst specified. The product is Cc1ccc(Nc2cccnc2)cc1. The yield is 0.492. (2) The reactants are CCc1ccc(Cl)cc1.Cc1ccc(N)cc1.O=S(=O)(O[Pd]1c2ccccc2-c2ccccc2N~1)C(F)(F)F.COc1ccc(OC)c(P([C@]23C[C@H]4C[C@H](C[C@H](C4)C2)C3)[C@]23C[C@H]4C[C@H](C[C@H](C4)C2)C3)c1-c1c(C(C)C)cc(C(C)C)cc1C(C)C.CN(C)C(=NC(C)(C)C)N(C)C.CCOC(=O)c1cnoc1C. No catalyst specified. The product is CCc1ccc(Nc2ccc(C)cc2)cc1. The yield is 0. (3) The reactants are CCc1ccc(Br)cc1.Cc1ccc(N)cc1.O=S(=O)(O[Pd]1c2ccccc2-c2ccccc2N~1)C(F)(F)F.COc1ccc(OC)c(P([C@]23C[C@H]4C[C@H](C[C@H](C4)C2)C3)[C@]23C[C@H]4C[C@H](C[C@H](C4)C2)C3)c1-c1c(C(C)C)cc(C(C)C)cc1C(C)C.CN1CCCN2CCCN=C12.Cc1ccon1. No catalyst specified. The product is CCc1ccc(Nc2ccc(C)cc2)cc1. The yield is 0.807. (4) The reactants are Clc1ccccn1.Cc1ccc(N)cc1.O=S(=O)(O[Pd]1c2ccccc2-c2ccccc2N~1)C(F)(F)F.CC(C)c1cc(C(C)C)c(-c2ccccc2P(C(C)(C)C)C(C)(C)C)c(C(C)C)c1.CN1CCCN2CCCN=C12.Fc1cccc(F)c1-c1ccno1. No catalyst specified. The product is Cc1ccc(Nc2ccccn2)cc1. The yield is 0.798. (5) The reactants are FC(F)(F)c1ccc(Cl)cc1.Cc1ccc(N)cc1.O=S(=O)(O[Pd]1c2ccccc2-c2ccccc2N~1)C(F)(F)F.COc1ccc(OC)c(P(C(C)(C)C)C(C)(C)C)c1-c1c(C(C)C)cc(C(C)C)cc1C(C)C.CN1CCCN2CCCN=C12.COC(=O)c1cc(-c2ccco2)on1. No catalyst specified. The product is Cc1ccc(Nc2ccc(C(F)(F)F)cc2)cc1. The yield is 0.0448. (6) The reactants are Brc1ccccn1.Cc1ccc(N)cc1.O=S(=O)(O[Pd]1c2ccccc2-c2ccccc2N~1)C(F)(F)F.COc1ccc(OC)c(P([C@]23C[C@H]4C[C@H](C[C@H](C4)C2)C3)[C@]23C[C@H]4C[C@H](C[C@H](C4)C2)C3)c1-c1c(C(C)C)cc(C(C)C)cc1C(C)C.CN1CCCN2CCCN=C12.c1ccc(-c2ccno2)cc1. No catalyst specified. The product is Cc1ccc(Nc2ccccn2)cc1. The yield is 0.849.